Task: Predict the reactants needed to synthesize the given product.. Dataset: Full USPTO retrosynthesis dataset with 1.9M reactions from patents (1976-2016) (1) Given the product [Br:1][C:2]1[CH:3]=[C:4]([C:8]2[C:9](=[O:23])[N:10]([CH3:22])[C:11]([OH:24])=[N:12][C:13]=2[C:14]2[CH:19]=[CH:18][N:17]=[CH:16][CH:15]=2)[CH:5]=[CH:6][CH:7]=1, predict the reactants needed to synthesize it. The reactants are: [Br:1][C:2]1[CH:3]=[C:4]([C:8]2[C:9](=[O:23])[N:10]([CH3:22])[C:11](SC)=[N:12][C:13]=2[C:14]2[CH:19]=[CH:18][N:17]=[CH:16][CH:15]=2)[CH:5]=[CH:6][CH:7]=1.[O:24]1CCOCC1.[OH-].[Na+].Cl. (2) Given the product [Cl:1][C:2]1[CH:3]=[C:4]([NH:26][C:27]([C:29]2[S:46][C:32]3=[N:33][CH:34]=[C:35]([NH:37][S:38]([CH3:41])(=[O:40])=[O:39])[N:36]=[C:31]3[CH:30]=2)=[O:28])[CH:5]=[C:6]([C:8]([C:11]2[CH:16]=[C:15]([O:17][C:18]([F:21])([F:20])[F:19])[CH:14]=[C:13]([O:22][CH:23]([CH3:24])[CH3:25])[CH:12]=2)([CH3:10])[CH3:9])[CH:7]=1, predict the reactants needed to synthesize it. The reactants are: [Cl:1][C:2]1[CH:3]=[C:4]([NH:26][C:27]([C:29]2[S:46][C:32]3=[N:33][CH:34]=[C:35]([N:37](S(C)(=O)=O)[S:38]([CH3:41])(=[O:40])=[O:39])[N:36]=[C:31]3[CH:30]=2)=[O:28])[CH:5]=[C:6]([C:8]([C:11]2[CH:16]=[C:15]([O:17][C:18]([F:21])([F:20])[F:19])[CH:14]=[C:13]([O:22][CH:23]([CH3:25])[CH3:24])[CH:12]=2)([CH3:10])[CH3:9])[CH:7]=1.[OH-].[K+].O. (3) Given the product [ClH:1].[ClH:1].[CH3:3][C:4]1[CH:5]=[C:6]([O:70][S:71]([C:74]2[CH:79]=[CH:78][CH:77]=[CH:76][C:75]=2[S:80]([N:83]([CH2:96][CH3:97])[CH:84]2[CH2:88][CH2:87][N:86]([CH2:89][C:90]3[CH:95]=[CH:94][CH:93]=[CH:92][CH:91]=3)[CH2:85]2)(=[O:81])=[O:82])(=[O:73])=[O:72])[CH:7]=[C:8]([CH:18]=1)[O:9][CH2:10][CH2:11][CH2:12][O:13][NH:14][C:15]([NH2:17])=[NH:16], predict the reactants needed to synthesize it. The reactants are: [ClH:1].Cl.[CH3:3][C:4]1[CH:5]=[CH:6][C:7](OS(C2C=CC=CC=2S(N(CC)C2CCN(CC3C=CC=CC=3)C2)(=O)=O)(=O)=O)=[C:8]([CH:18]=1)[O:9][CH2:10][CH2:11][CH2:12][O:13][NH:14][C:15](=[NH:17])[NH2:16].CC1C=C2C(NC(=O)C2=C(OCCCOC2C=CC=CC=2[O:70][S:71]([C:74]2[CH:79]=[CH:78][CH:77]=[CH:76][C:75]=2[S:80]([N:83]([CH2:96][CH3:97])[CH:84]2[CH2:88][CH2:87][N:86]([CH2:89][C:90]3[CH:95]=[CH:94][CH:93]=[CH:92][CH:91]=3)[CH2:85]2)(=[O:82])=[O:81])(=[O:73])=[O:72])C=1)=O.C(C(=CC1C=CC(O)=CC=1)C(O)=O)#N. (4) Given the product [F:1][C:2]1[CH:7]=[CH:6][C:5]([F:8])=[CH:4][C:3]=1[CH:9]([S:20]([C:23]1[CH:28]=[CH:27][C:26]([F:29])=[CH:25][CH:24]=1)(=[O:21])=[O:22])[C:10]1[C:11]([CH3:19])=[CH:12][C:13]([C:16]([NH2:37])=[O:17])=[N:14][CH:15]=1, predict the reactants needed to synthesize it. The reactants are: [F:1][C:2]1[CH:7]=[CH:6][C:5]([F:8])=[CH:4][C:3]=1[CH:9]([S:20]([C:23]1[CH:28]=[CH:27][C:26]([F:29])=[CH:25][CH:24]=1)(=[O:22])=[O:21])[C:10]1[C:11]([CH3:19])=[CH:12][C:13]([C:16](O)=[O:17])=[N:14][CH:15]=1.F[P-](F)(F)(F)(F)F.[N:37]1(O[P+](N2CCCC2)(N2CCCC2)N2CCCC2)C2C=CC=CC=2N=N1.ON1C2C=CC=CC=2N=N1.[Cl-].[NH4+].C(N(C(C)C)C(C)C)C.